This data is from Full USPTO retrosynthesis dataset with 1.9M reactions from patents (1976-2016). The task is: Predict the reactants needed to synthesize the given product. Given the product [C:24]([C:19]1[CH:18]=[C:17]([S:14]([N:7]2[C:8]3=[N:9][CH:10]=[CH:11][CH:12]=[C:13]3[C:5]([CH2:4][C:3]([OH:27])=[O:2])=[C:6]2[CH3:26])(=[O:16])=[O:15])[CH:22]=[CH:21][C:20]=1[N:34]1[CH2:39][CH2:38][O:37][CH2:36][CH2:35]1)#[N:25], predict the reactants needed to synthesize it. The reactants are: C[O:2][C:3](=[O:27])[CH2:4][C:5]1[C:13]2[C:8](=[N:9][CH:10]=[CH:11][CH:12]=2)[N:7]([S:14]([C:17]2[CH:22]=[CH:21][C:20](F)=[C:19]([C:24]#[N:25])[CH:18]=2)(=[O:16])=[O:15])[C:6]=1[CH3:26].C(=O)([O-])[O-].[K+].[K+].[NH:34]1[CH2:39][CH2:38][O:37][CH2:36][CH2:35]1.